This data is from Full USPTO retrosynthesis dataset with 1.9M reactions from patents (1976-2016). The task is: Predict the reactants needed to synthesize the given product. (1) Given the product [C:1]([OH:4])(=[O:3])[CH3:2].[C:58]([C:55]1[CH:54]=[CH:53][C:52]([C:46]2[CH:47]=[CH:48][C:49]([O:50][CH3:51])=[C:44]([C:42]3[NH:41][C:40]4[CH:62]=[CH:63][C:37]([C:35]([NH2:36])=[NH:34])=[CH:38][C:39]=4[N:43]=3)[CH:45]=2)=[CH:57][CH:56]=1)(=[NH:59])[NH2:61], predict the reactants needed to synthesize it. The reactants are: [C:1]([OH:4])(=[O:3])[CH3:2].C(C1C=CC(C2C=CC(O)=C(C3NC4C=CC(C(N)=N)=CC=4N=3)C=2)=CC=1)(=N)N.O[NH:34][C:35]([C:37]1[CH:63]=[CH:62][C:40]2[NH:41][C:42]([C:44]3[CH:45]=[C:46]([C:52]4[CH:57]=[CH:56][C:55]([C:58](=[NH:61])[NH:59]O)=[CH:54][CH:53]=4)[CH:47]=[CH:48][C:49]=3[O:50][CH3:51])=[N:43][C:39]=2[CH:38]=1)=[NH:36]. (2) Given the product [F:1][C:2]1[CH:3]=[CH:4][C:5]([CH3:9])=[C:6]([CH:7]=1)[O:8][CH2:14][C:13]([O:12][CH2:10][CH3:11])=[O:16], predict the reactants needed to synthesize it. The reactants are: [F:1][C:2]1[CH:3]=[CH:4][C:5]([CH3:9])=[C:6]([OH:8])[CH:7]=1.[CH2:10]([O:12][C:13](=[O:16])[CH2:14]Br)[CH3:11].C([O-])([O-])=O.[K+].[K+]. (3) The reactants are: Cl.[CH3:2][N:3]1[C@@H:13]2[CH2:14][C:15]3[CH:20]=[CH:19][C:18]([O:21][CH3:22])=[C:17]4[O:23][CH:7]5[C:8]([CH:10]=[CH:11][C@:12]2([OH:24])[C@:6]5([C:16]=34)[CH2:5][CH2:4]1)=[O:9].CN1[C@@H]2CC3C=CC(OC)=C4O[C@H]5C(C=C[C@@H]2[C@]5(C=34)CC1)=O. Given the product [CH3:2][N:3]1[C@@H:13]2[CH2:14][C:15]3[CH:20]=[CH:19][C:18]([O:21][CH3:22])=[C:17]4[O:23][C@H:7]5[C:8]([CH2:10][CH2:11][C@:12]2([OH:24])[C@:6]5([C:16]=34)[CH2:5][CH2:4]1)=[O:9], predict the reactants needed to synthesize it. (4) Given the product [CH3:1][N:2]1[C:6]([CH2:7][O:8][C:10]2[CH:15]=[CH:14][C:13]([C:16]([F:19])([F:18])[F:17])=[CH:12][N:11]=2)=[CH:5][CH:4]=[N:3]1, predict the reactants needed to synthesize it. The reactants are: [CH3:1][N:2]1[C:6]([CH2:7][OH:8])=[CH:5][CH:4]=[N:3]1.Cl[C:10]1[CH:15]=[CH:14][C:13]([C:16]([F:19])([F:18])[F:17])=[CH:12][N:11]=1.C(=O)([O-])[O-].[Cs+].[Cs+].C(P(C(C)(C)C)C1C=CC2C(=CC=CC=2)C=1C1C2C(=CC=CC=2)C=CC=1)(C)(C)C. (5) Given the product [CH:19]([C@@H:15]1[N:14]2[C:10]3[C:9]4[C:4](=[CH:5][C:6]([O:22][CH2:30][C:31]([N:33]5[CH2:38][CH2:37][O:36][CH2:35][CH2:34]5)=[O:32])=[CH:7][CH:8]=4)[N:3]=[C:2]([NH2:1])[C:11]=3[N:12]=[C:13]2[CH2:18][O:17][CH2:16]1)([CH3:20])[CH3:21], predict the reactants needed to synthesize it. The reactants are: [NH2:1][C:2]1[C:11]2[N:12]=[C:13]3[CH2:18][O:17][CH2:16][C@H:15]([CH:19]([CH3:21])[CH3:20])[N:14]3[C:10]=2[C:9]2[C:4](=[CH:5][C:6]([OH:22])=[CH:7][CH:8]=2)[N:3]=1.C(=O)([O-])[O-].[Cs+].[Cs+].Br[CH2:30][C:31]([N:33]1[CH2:38][CH2:37][O:36][CH2:35][CH2:34]1)=[O:32].C(Cl)(Cl)Cl. (6) Given the product [Cl:6][C:7]1[CH:8]=[CH:9][C:10]([C:13]2[C:19]3[CH:20]=[CH:21][CH:22]=[CH:23][C:18]=3[N:17]3[C:24]([CH3:27])=[N:25][N:26]=[C:16]3[CH:15]([CH2:28][C:29]3[O:30][C:33]([CH:35]4[CH2:37][CH2:36]4)=[N:32][N:31]=3)[CH:14]=2)=[CH:11][CH:12]=1, predict the reactants needed to synthesize it. The reactants are: P(Cl)(Cl)(Cl)=O.[Cl:6][C:7]1[CH:12]=[CH:11][C:10]([C:13]2[C:19]3[CH:20]=[CH:21][CH:22]=[CH:23][C:18]=3[N:17]3[C:24]([CH3:27])=[N:25][N:26]=[C:16]3[CH:15]([CH2:28][C:29]([NH:31][NH:32][C:33]([CH:35]3[CH2:37][CH2:36]3)=O)=[O:30])[CH:14]=2)=[CH:9][CH:8]=1. (7) Given the product [Br:1][C:2]1[CH:7]=[CH:6][C:5]([C:8]2[N:15]([CH2:16][C@@H:17]3[CH2:21][CH2:20][N:19]([C:22]([CH:24]4[CH2:25][CH2:26]4)=[O:23])[CH2:18]3)[C:13](=[O:14])[C:12]3[C:11](=[CH:30][CH:29]=[CH:28][CH:27]=3)[N:10]=2)=[CH:4][CH:3]=1, predict the reactants needed to synthesize it. The reactants are: [Br:1][C:2]1[CH:7]=[CH:6][C:5]([C:8]([NH:10][C:11]2[CH:30]=[CH:29][CH:28]=[CH:27][C:12]=2[C:13]([NH:15][CH2:16][C@@H:17]2[CH2:21][CH2:20][N:19]([C:22]([CH:24]3[CH2:26][CH2:25]3)=[O:23])[CH2:18]2)=[O:14])=O)=[CH:4][CH:3]=1.[OH-].[Na+].C(O)CO.Cl.